From a dataset of Full USPTO retrosynthesis dataset with 1.9M reactions from patents (1976-2016). Predict the reactants needed to synthesize the given product. (1) Given the product [Si:20]([O:19][C:13]1[CH:12]=[CH:11][C:32]([Cl:35])=[CH:33][C:14]=1[CH:17]=[N:37][C:42]([O:43][Si:4]([CH3:5])([CH3:6])[CH3:7])=[CH2:41])([C:23]([CH3:24])([CH3:25])[CH3:26])([CH3:21])[CH3:22], predict the reactants needed to synthesize it. The reactants are: [CH3:5][Si:4]([CH3:7])([CH3:6])N[Si:4]([CH3:7])([CH3:6])[CH3:5].Cl[C:11]1C=[CH:17][C:14](C=O)=[C:13]([O:19][Si:20]([C:23]([CH3:26])([CH3:25])[CH3:24])([CH3:22])[CH3:21])[CH:12]=1.C[Si](Cl)(C)C.[C:32]([Cl:35])(=O)[CH3:33].C[N:37](C)C.C1C[O:43][CH2:42][CH2:41]1. (2) Given the product [Cl:10][C:7]1[CH:8]=[CH:9][C:2]([N:17]2[CH:21]=[N:20][CH:19]=[N:18]2)=[C:3]([CH:6]=1)[C:4]#[N:5], predict the reactants needed to synthesize it. The reactants are: Cl[C:2]1[CH:9]=[CH:8][C:7]([Cl:10])=[CH:6][C:3]=1[C:4]#[N:5].C(=O)([O-])[O-].[Cs+].[Cs+].[NH:17]1[CH:21]=[N:20][CH:19]=[N:18]1. (3) Given the product [Cl:14][C:13]1[C:3]2[CH2:2][N:31]([CH:29]([C:19]3[CH:18]=[C:17]([CH3:16])[C:22]([O:23][CH2:24][C:25]([F:28])([F:26])[F:27])=[CH:21][N:20]=3)[CH3:30])[C:5](=[O:7])[C:4]=2[CH:10]=[CH:11][N:12]=1, predict the reactants needed to synthesize it. The reactants are: Br[CH2:2][C:3]1[C:13]([Cl:14])=[N:12][CH:11]=[CH:10][C:4]=1[C:5]([O:7]CC)=O.Cl.[CH3:16][C:17]1[C:22]([O:23][CH2:24][C:25]([F:28])([F:27])[F:26])=[CH:21][N:20]=[C:19]([CH:29]([NH2:31])[CH3:30])[CH:18]=1. (4) Given the product [C:13]([O:17][C:18]([N:20]1[CH2:21][CH:22]=[C:23]([C:7]2[CH:8]=[CH:9][C:4]([N+:1]([O-:3])=[O:2])=[CH:5][CH:6]=2)[CH2:24][CH2:25]1)=[O:19])([CH3:16])([CH3:14])[CH3:15], predict the reactants needed to synthesize it. The reactants are: [N+:1]([C:4]1[CH:9]=[CH:8][C:7](B(O)O)=[CH:6][CH:5]=1)([O-:3])=[O:2].[C:13]([O:17][C:18]([N:20]1[CH2:25][CH:24]=[C:23](C2C=CC(N)=CC=2)[CH2:22][CH2:21]1)=[O:19])([CH3:16])([CH3:15])[CH3:14]. (5) Given the product [CH2:39]([C:35]1[N:36]([CH3:38])[N:37]=[C:32]2[C:31](=[O:41])[NH:30][C:29]([C:28]3[C:23]([O:5][C@H:3]([CH3:4])[C@H:2]([O:6][CH3:11])[CH3:1])=[N:24][CH:25]=[C:26]([S:42]([N:45]4[CH2:46][CH2:47][N:48]([CH2:51][CH3:52])[CH2:49][CH2:50]4)(=[O:44])=[O:43])[CH:27]=3)=[N:34][C:33]=12)[CH3:40], predict the reactants needed to synthesize it. The reactants are: [CH3:1][C@@H:2]([OH:6])[C@H:3]([OH:5])[CH3:4].[H-].[Na+].CI.[CH3:11]N1CCCN(C)C1=O.C(O[C:23]1[C:28]([C:29]2[NH:30][C:31](=[O:41])[C:32]3[C:33](=[C:35]([CH2:39][CH3:40])[N:36]([CH3:38])[N:37]=3)[N:34]=2)=[CH:27][C:26]([S:42]([N:45]2[CH2:50][CH2:49][N:48]([CH2:51][CH3:52])[CH2:47][CH2:46]2)(=[O:44])=[O:43])=[CH:25][N:24]=1)C.C[Si]([N-][Si](C)(C)C)(C)C.[K+]. (6) Given the product [N+:15]([C:12]1[CH:13]=[CH:14][C:9]([N:1]2[CH:6]=[CH:5][C:4](=[O:7])[CH:3]=[CH:2]2)=[CH:10][CH:11]=1)([O-:17])=[O:16], predict the reactants needed to synthesize it. The reactants are: [NH:1]1[CH:6]=[CH:5][C:4](=[O:7])[CH:3]=[CH:2]1.F[C:9]1[CH:14]=[CH:13][C:12]([N+:15]([O-:17])=[O:16])=[CH:11][CH:10]=1.O. (7) Given the product [C:16]([C:9]1[CH:8]=[CH:7][C:6]2[O:1][CH2:2][C:3](=[O:11])[NH:4][C:5]=2[CH:10]=1)(=[O:20])[CH:17]([CH3:19])[CH3:18], predict the reactants needed to synthesize it. The reactants are: [O:1]1[C:6]2[CH:7]=[CH:8][CH:9]=[CH:10][C:5]=2[NH:4][C:3](=[O:11])[CH2:2]1.[Cl-].[Cl-].[Cl-].[Al+3].[C:16](Cl)(=[O:20])[CH:17]([CH3:19])[CH3:18]. (8) Given the product [C:1]([C:3]1[CH:4]=[C:5]([OH:22])[C:6]([NH:9][S:10]([CH2:13][C:14]2[CH:19]=[C:18]([Cl:20])[CH:17]=[C:16]([Cl:21])[CH:15]=2)(=[O:12])=[O:11])=[N:7][CH:8]=1)#[N:2], predict the reactants needed to synthesize it. The reactants are: [C:1]([C:3]1[CH:4]=[C:5]([O:22]C)[C:6]([NH:9][S:10]([CH2:13][C:14]2[CH:19]=[C:18]([Cl:20])[CH:17]=[C:16]([Cl:21])[CH:15]=2)(=[O:12])=[O:11])=[N:7][CH:8]=1)#[N:2].B(Br)(Br)Br.